This data is from Forward reaction prediction with 1.9M reactions from USPTO patents (1976-2016). The task is: Predict the product of the given reaction. (1) Given the reactants Br[C:2]1[CH:3]=[C:4]([C:7]([O:9][CH3:10])=[O:8])[S:5][CH:6]=1.C([O-])([O-])=O.[K+].[K+].[CH3:17][N:18]1[C:22](B2OC(C)(C)C(C)(C)O2)=[CH:21][CH:20]=[N:19]1, predict the reaction product. The product is: [CH3:17][N:18]1[C:22]([C:2]2[CH:3]=[C:4]([C:7]([O:9][CH3:10])=[O:8])[S:5][CH:6]=2)=[CH:21][CH:20]=[N:19]1. (2) Given the reactants [O:1]=[C:2]1[N:7]([CH2:8][C:9]#[CH:10])[N:6]=[N:5][C:4]2=[C:11]([C:14](=[S:16])[NH2:15])[N:12]=[CH:13][N:3]12.[I:17][CH3:18], predict the reaction product. The product is: [IH:17].[CH3:18][S:16][C:14]([C:11]1[N:12]=[CH:13][N:3]2[C:2](=[O:1])[N:7]([CH2:8][C:9]#[CH:10])[N:6]=[N:5][C:4]=12)=[NH:15].